Dataset: Peptide-MHC class II binding affinity with 134,281 pairs from IEDB. Task: Regression. Given a peptide amino acid sequence and an MHC pseudo amino acid sequence, predict their binding affinity value. This is MHC class II binding data. (1) The peptide sequence is YAFNGTKLDAVYLNKN. The MHC is DRB1_0701 with pseudo-sequence DRB1_0701. The binding affinity (normalized) is 0. (2) The peptide sequence is DSNYKLAVDGLLSKV. The MHC is HLA-DQA10102-DQB10602 with pseudo-sequence HLA-DQA10102-DQB10602. The binding affinity (normalized) is 0.386. (3) The peptide sequence is IAKVPPGPNITATYG. The MHC is HLA-DQA10104-DQB10503 with pseudo-sequence HLA-DQA10104-DQB10503. The binding affinity (normalized) is 0. (4) The peptide sequence is EKLKKVLEVYEARLS. The MHC is DRB1_0901 with pseudo-sequence DRB1_0901. The binding affinity (normalized) is 0.532. (5) The peptide sequence is INEPTAAAIAYYLDR. The MHC is HLA-DQA10501-DQB10301 with pseudo-sequence HLA-DQA10501-DQB10301. The binding affinity (normalized) is 0.644.